From a dataset of NCI-60 drug combinations with 297,098 pairs across 59 cell lines. Regression. Given two drug SMILES strings and cell line genomic features, predict the synergy score measuring deviation from expected non-interaction effect. (1) Drug 1: CCC1=CC2CC(C3=C(CN(C2)C1)C4=CC=CC=C4N3)(C5=C(C=C6C(=C5)C78CCN9C7C(C=CC9)(C(C(C8N6C)(C(=O)OC)O)OC(=O)C)CC)OC)C(=O)OC.C(C(C(=O)O)O)(C(=O)O)O. Drug 2: CC(C)CN1C=NC2=C1C3=CC=CC=C3N=C2N. Cell line: SR. Synergy scores: CSS=63.5, Synergy_ZIP=0.580, Synergy_Bliss=-0.108, Synergy_Loewe=-0.566, Synergy_HSA=0.477. (2) Drug 1: CCCS(=O)(=O)NC1=C(C(=C(C=C1)F)C(=O)C2=CNC3=C2C=C(C=N3)C4=CC=C(C=C4)Cl)F. Drug 2: C1CCC(CC1)NC(=O)N(CCCl)N=O. Cell line: HOP-62. Synergy scores: CSS=13.9, Synergy_ZIP=5.69, Synergy_Bliss=9.89, Synergy_Loewe=6.04, Synergy_HSA=6.99. (3) Drug 1: COCCOC1=C(C=C2C(=C1)C(=NC=N2)NC3=CC=CC(=C3)C#C)OCCOC.Cl. Drug 2: B(C(CC(C)C)NC(=O)C(CC1=CC=CC=C1)NC(=O)C2=NC=CN=C2)(O)O. Cell line: PC-3. Synergy scores: CSS=65.2, Synergy_ZIP=32.7, Synergy_Bliss=34.4, Synergy_Loewe=31.8, Synergy_HSA=31.0. (4) Drug 1: C1CN1P(=S)(N2CC2)N3CC3. Drug 2: CC1=C(C(=CC=C1)Cl)NC(=O)C2=CN=C(S2)NC3=CC(=NC(=N3)C)N4CCN(CC4)CCO. Cell line: NCI/ADR-RES. Synergy scores: CSS=22.5, Synergy_ZIP=-4.70, Synergy_Bliss=1.71, Synergy_Loewe=1.03, Synergy_HSA=0.578.